From a dataset of Retrosynthesis with 50K atom-mapped reactions and 10 reaction types from USPTO. Predict the reactants needed to synthesize the given product. (1) Given the product CN(C(=O)c1ccc(Br)s1)c1ccccc1F, predict the reactants needed to synthesize it. The reactants are: CNc1ccccc1F.O=C(Cl)c1ccc(Br)s1. (2) Given the product CCc1nc(/C=C/c2cn(-c3ccccc3)nc2OCc2ccc(OCc3nc(-c4ccc(C(=O)O)o4)oc3C)c(OC)c2)cs1, predict the reactants needed to synthesize it. The reactants are: CCOC(=O)c1ccc(-c2nc(COc3ccc(COc4nn(-c5ccccc5)cc4/C=C/c4csc(CC)n4)cc3OC)c(C)o2)o1. (3) Given the product O=C(COc1cccc(CCNC(=O)OCc2ccccc2)c1)Nc1nnn[nH]1, predict the reactants needed to synthesize it. The reactants are: Nc1nnn[nH]1.O=C(O)COc1cccc(CCNC(=O)OCc2ccccc2)c1. (4) Given the product CC1(C)COC2(CCC(O)(CCNC3(c4ccc(Br)cc4)CC3)CC2)OC1, predict the reactants needed to synthesize it. The reactants are: CC1(C)COC2(CCC(O)(CC=O)CC2)OC1.NC1(c2ccc(Br)cc2)CC1. (5) Given the product CCC(CC)(c1ccc(CCC(O[Si](C)(C)C(C)(C)C)C(C)(C)C)c(C)c1)c1ccc(-c2ccc(C(O)C(=O)OC)cc2)c(C)c1, predict the reactants needed to synthesize it. The reactants are: CCC(CC)(c1ccc(CCC(O[Si](C)(C)C(C)(C)C)C(C)(C)C)c(C)c1)c1ccc(B2OC(C)(C)C(C)(C)O2)c(C)c1.COC(=O)C(O)c1ccc(Br)cc1. (6) Given the product COC(=O)[C@@H]1CSc2c(C3CC3)c(Cc3cccc4ccccc34)c(NS(C)(=O)=O)c(=O)n21, predict the reactants needed to synthesize it. The reactants are: COC(=O)[C@@H]1CSc2c(C3CC3)c(Cc3cccc4ccccc34)c(N)c(=O)n21.CS(=O)(=O)Cl. (7) Given the product N#Cc1ccc2c(c1)CCN2, predict the reactants needed to synthesize it. The reactants are: N#Cc1ccc2c(c1)CCN2C(=O)C(F)(F)F.